From a dataset of Full USPTO retrosynthesis dataset with 1.9M reactions from patents (1976-2016). Predict the reactants needed to synthesize the given product. (1) The reactants are: [CH3:1][N:2]1[CH:6]=[N:5][N:4]=[C:3]1[C@H:7]([C:13]1[CH:18]=[CH:17][C:16]([O:19][C:20]2[CH:29]=[CH:28][C:27]3[CH2:26][CH2:25][CH2:24][CH2:23][C:22]=3[CH:21]=2)=[CH:15][CH:14]=1)[CH2:8][C:9]([O:11]C)=[O:10].[OH-].[Na+].Cl. Given the product [CH3:1][N:2]1[CH:6]=[N:5][N:4]=[C:3]1[C@H:7]([C:13]1[CH:14]=[CH:15][C:16]([O:19][C:20]2[CH:29]=[CH:28][C:27]3[CH2:26][CH2:25][CH2:24][CH2:23][C:22]=3[CH:21]=2)=[CH:17][CH:18]=1)[CH2:8][C:9]([OH:11])=[O:10], predict the reactants needed to synthesize it. (2) Given the product [CH3:13][C:12]1[O:14][C:2]2[C:3]3[C:4](=[O:15])[CH2:5][CH2:6][C:7]=3[CH:8]=[CH:9][C:10]=2[N:11]=1, predict the reactants needed to synthesize it. The reactants are: O[C:2]1[C:10]([NH:11][C:12](=[O:14])[CH3:13])=[CH:9][CH:8]=[C:7]2[C:3]=1[C:4](=[O:15])[CH2:5][CH2:6]2.C1(C)C=CC(S([O-])(=O)=O)=CC=1.[NH+]1C=CC=CC=1. (3) Given the product [CH3:7][C:8]1[CH:9]=[CH:10][C:11]2[O:12][CH2:13][CH2:14][NH:15][C:16]=2[N:17]=1, predict the reactants needed to synthesize it. The reactants are: [H-].[Al+3].[Li+].[H-].[H-].[H-].[CH3:7][C:8]1[CH:9]=[CH:10][C:11]2[O:12][CH2:13][C:14](=O)[NH:15][C:16]=2[N:17]=1. (4) The reactants are: [F:1][CH:2]([F:13])[O:3][C:4]1[CH:5]=[C:6]([C:10](=O)[CH3:11])[CH:7]=[CH:8][CH:9]=1.[NH2:14][C:15]1[S:16]/[C:17](=[CH:21]\[C:22]2[CH:27]=[C:26]([O:28][CH3:29])[C:25]([OH:30])=[C:24]([Cl:31])[CH:23]=2)/[C:18](=[O:20])[N:19]=1. Given the product [Cl:31][C:24]1[CH:23]=[C:22](/[CH:21]=[C:17]2/[C:18](=[O:20])[N:19]3[CH:11]=[C:10]([C:6]4[CH:7]=[CH:8][CH:9]=[C:4]([O:3][CH:2]([F:13])[F:1])[CH:5]=4)[N:14]=[C:15]3[S:16]/2)[CH:27]=[C:26]([O:28][CH3:29])[C:25]=1[OH:30], predict the reactants needed to synthesize it. (5) The reactants are: Cl.[NH2:2][C@H:3]([CH2:36][C:37]1[CH:42]=[CH:41][C:40]([Cl:43])=[CH:39][CH:38]=1)[C:4]([N:6]1[CH2:11][CH2:10][CH:9]([C:12]2[CH:17]=[CH:16][CH:15]=[CH:14][C:13]=2[NH:18][C:19]([O:21][CH2:22][CH:23]2[C:35]3[CH:34]=[CH:33][CH:32]=[CH:31][C:30]=3[C:29]3[C:24]2=[CH:25][CH:26]=[CH:27][CH:28]=3)=[O:20])[CH2:8][CH2:7]1)=[O:5].CCN(C(C)C)C(C)C.[N:53]1([C:66]([O:68][C:69]([CH3:72])([CH3:71])[CH3:70])=[O:67])[CH2:62][C:61]2[C:56](=[CH:57][CH:58]=[CH:59][CH:60]=2)[CH2:55][C@H:54]1[C:63](O)=[O:64].C1C=NC2N(O)N=NC=2C=1.C(Cl)CCl. Given the product [Cl:43][C:40]1[CH:41]=[CH:42][C:37]([CH2:36][C@@H:3]([NH:2][C:63]([C@@H:54]2[CH2:55][C:56]3[C:61](=[CH:60][CH:59]=[CH:58][CH:57]=3)[CH2:62][N:53]2[C:66]([O:68][C:69]([CH3:72])([CH3:71])[CH3:70])=[O:67])=[O:64])[C:4]([N:6]2[CH2:11][CH2:10][CH:9]([C:12]3[CH:17]=[CH:16][CH:15]=[CH:14][C:13]=3[NH:18][C:19]([O:21][CH2:22][CH:23]3[C:24]4[CH:25]=[CH:26][CH:27]=[CH:28][C:29]=4[C:30]4[C:35]3=[CH:34][CH:33]=[CH:32][CH:31]=4)=[O:20])[CH2:8][CH2:7]2)=[O:5])=[CH:38][CH:39]=1, predict the reactants needed to synthesize it. (6) Given the product [C:17]([O:21][C:22]([N:24]1[CH2:25][CH2:26][N:27]([C:30]2[S:32][C:12]([C:13]([F:14])([F:15])[F:16])=[CH:10][N:31]=2)[CH2:28][CH2:29]1)=[O:23])([CH3:20])([CH3:18])[CH3:19], predict the reactants needed to synthesize it. The reactants are: C1(S([CH:10]2[CH:12]([C:13]([F:16])([F:15])[F:14])O2)(=O)=O)C=CC=CC=1.[C:17]([O:21][C:22]([N:24]1[CH2:29][CH2:28][N:27]([C:30](=[S:32])[NH2:31])[CH2:26][CH2:25]1)=[O:23])([CH3:20])([CH3:19])[CH3:18].N1(C(OC(C)(C)C)=O)CCNCC1.C(N1C=CN=C1)(N1C=CN=C1)=S.N. (7) The reactants are: CN(C(ON1N=NC2C=CC=NC1=2)=[N+](C)C)C.F[P-](F)(F)(F)(F)F.[F:25][C:26]1[CH:31]=[CH:30][C:29]([NH:32][C:33]2[C:34]3[C:41]([CH3:42])=[C:40]([C:43](OC)=[O:44])[S:39][C:35]=3[N:36]=[CH:37][N:38]=2)=[C:28]([O:47][CH:48]2[CH2:53][CH2:52][O:51][CH2:50][CH2:49]2)[CH:27]=1.CCN(C(C)C)C(C)C.[CH3:63][O:64][CH2:65][CH2:66][NH2:67]. Given the product [F:25][C:26]1[CH:31]=[CH:30][C:29]([NH:32][C:33]2[C:34]3[C:41]([CH3:42])=[C:40]([C:43]([NH:67][CH2:66][CH2:65][O:64][CH3:63])=[O:44])[S:39][C:35]=3[N:36]=[CH:37][N:38]=2)=[C:28]([O:47][CH:48]2[CH2:49][CH2:50][O:51][CH2:52][CH2:53]2)[CH:27]=1, predict the reactants needed to synthesize it. (8) Given the product [O:6]1[C:5]2[CH:4]=[CH:3][CH:1]=[CH:8][C:7]=2[CH:13]=[CH:14][NH:15]1, predict the reactants needed to synthesize it. The reactants are: [C:1]1([CH:8]=[CH:7][C:5]([OH:6])=[CH:4][CH:3]=1)O.C(OC[CH2:13][CH2:14][NH2:15])=C.C=O. (9) Given the product [Cl:1][C:2]1[C:3]([F:14])=[C:4]([CH:5]([OH:6])[CH:15]=[CH2:16])[C:7]([C:10]([F:12])([F:13])[F:11])=[CH:8][CH:9]=1, predict the reactants needed to synthesize it. The reactants are: [Cl:1][C:2]1[C:3]([F:14])=[C:4]([C:7]([C:10]([F:13])([F:12])[F:11])=[CH:8][CH:9]=1)[CH:5]=[O:6].[CH:15]([Mg]Br)=[CH2:16].